From a dataset of Forward reaction prediction with 1.9M reactions from USPTO patents (1976-2016). Predict the product of the given reaction. (1) The product is: [F:1][C:2]1[CH:3]=[C:4]([C:8]([NH:44][C:45]2[CH:46]=[CH:47][C:48]([C:51]3[S:55][C:54]([C:56]([O:58][CH3:59])=[O:57])=[C:53]([N:60]([C:64]([C@H:66]4[CH2:71][CH2:70][C@H:69]([CH3:72])[CH2:68][CH2:67]4)=[O:65])[CH:61]([CH3:63])[CH3:62])[CH:52]=3)=[CH:49][CH:50]=2)=[O:10])[CH:5]=[N:6][CH:7]=1. Given the reactants [F:1][C:2]1[CH:3]=[C:4]([C:8]([OH:10])=O)[CH:5]=[N:6][CH:7]=1.CCN(C(C)C)C(C)C.CN(C(ON1N=NC2C=CC=NC1=2)=[N+](C)C)C.F[P-](F)(F)(F)(F)F.[NH2:44][C:45]1[CH:50]=[CH:49][C:48]([C:51]2[S:55][C:54]([C:56]([O:58][CH3:59])=[O:57])=[C:53]([N:60]([C:64]([C@H:66]3[CH2:71][CH2:70][C@H:69]([CH3:72])[CH2:68][CH2:67]3)=[O:65])[CH:61]([CH3:63])[CH3:62])[CH:52]=2)=[CH:47][CH:46]=1, predict the reaction product. (2) Given the reactants [CH3:1][O:2][C:3]([C:5]1[CH:10]=[CH:9][C:8]([C:11]2[CH:16]=[CH:15][C:14]([O:17][CH3:18])=[CH:13][C:12]=2[N+:19]([O-])=O)=[CH:7][CH:6]=1)=[O:4].C(OCC)(=O)C, predict the reaction product. The product is: [CH3:1][O:2][C:3]([C:5]1[CH:10]=[CH:9][C:8]([C:11]2[CH:16]=[CH:15][C:14]([O:17][CH3:18])=[CH:13][C:12]=2[NH2:19])=[CH:7][CH:6]=1)=[O:4]. (3) Given the reactants Cl.[CH3:2][S:3]([C:6]1[CH:24]=[CH:23][C:9]([O:10][CH2:11][C:12]2[N:13]=[C:14]([CH:17]3[CH2:22][CH2:21][NH:20][CH2:19][CH2:18]3)[S:15][CH:16]=2)=[CH:8][CH:7]=1)(=[O:5])=[O:4].Cl[C:26]1[N:31]=[CH:30][CH:29]=[CH:28][N:27]=1.C(N(C(C)C)CC)(C)C, predict the reaction product. The product is: [CH3:2][S:3]([C:6]1[CH:7]=[CH:8][C:9]([O:10][CH2:11][C:12]2[N:13]=[C:14]([CH:17]3[CH2:22][CH2:21][N:20]([C:26]4[N:31]=[CH:30][CH:29]=[CH:28][N:27]=4)[CH2:19][CH2:18]3)[S:15][CH:16]=2)=[CH:23][CH:24]=1)(=[O:4])=[O:5]. (4) Given the reactants [S:1]1[C:5]2=[N:6][CH:7]=[CH:8][CH:9]=[C:4]2[CH:3]=[C:2]1[CH:10]=O.[O:12]1[C:18]2[CH:19]=[CH:20][C:21]([S:23]([NH2:26])(=[O:25])=[O:24])=[CH:22][C:17]=2[O:16][CH2:15][CH2:14][CH2:13]1.O.[O-2].[O-2].[O-2].O=[Si]=O.O=[Si]=O.O=[Si]=O.O=[Si]=O.[Al+3].[Al+3], predict the reaction product. The product is: [S:1]1[C:5]2=[N:6][CH:7]=[CH:8][CH:9]=[C:4]2[CH:3]=[C:2]1[CH:10]=[N:26][S:23]([C:21]1[CH:20]=[CH:19][C:18]2[O:12][CH2:13][CH2:14][CH2:15][O:16][C:17]=2[CH:22]=1)(=[O:24])=[O:25]. (5) Given the reactants [Cl:1][C:2]1[CH:7]=[CH:6][C:5]([F:8])=[CH:4][C:3]=1[CH2:9][C:10]([OH:12])=O.C(Cl)(=O)C(Cl)=O.[NH:19]1[CH2:23][CH2:22][C:21]([C:24]2[CH:29]=[CH:28][C:27]([OH:30])=[CH:26][CH:25]=2)=[N:20]1, predict the reaction product. The product is: [Cl:1][C:2]1[CH:7]=[CH:6][C:5]([F:8])=[CH:4][C:3]=1[CH2:9][C:10]([N:19]1[CH2:23][CH2:22][C:21]([C:24]2[CH:29]=[CH:28][C:27]([OH:30])=[CH:26][CH:25]=2)=[N:20]1)=[O:12].